Dataset: Forward reaction prediction with 1.9M reactions from USPTO patents (1976-2016). Task: Predict the product of the given reaction. (1) Given the reactants [CH3:1][O:2][C:3]1[CH:8]=[C:7]([NH:9][CH3:10])[C:6]([N+:11]([O-:13])=[O:12])=[CH:5][C:4]=1[OH:14].CC(C)([O-])C.[K+].Cl[C:22]1C=[C:24]([C:28]([NH:30][CH3:31])=[O:29])[CH:25]=[CH:26][CH:27]=1.C(=O)([O-])[O-].[K+].[K+].C[N:39](C)C(=O)C, predict the reaction product. The product is: [CH3:1][O:2][C:3]1[CH:8]=[C:7]([NH:9][CH3:10])[C:6]([N+:11]([O-:13])=[O:12])=[CH:5][C:4]=1[O:14][C:26]1[CH:27]=[CH:22][N:39]=[C:24]([C:28]([NH:30][CH3:31])=[O:29])[CH:25]=1. (2) Given the reactants [CH:1]1[C:10]2[C:5](=[CH:6][CH:7]=[CH:8][CH:9]=2)[CH:4]=[CH:3][C:2]=1[S:11]([CH:14]1[CH2:19][CH2:18][NH:17][CH2:16][CH2:15]1)(=[O:13])=[O:12].Br[C:21]1[CH:26]=[CH:25][CH:24]=[CH:23][C:22]=1[C:27]([F:30])([F:29])[F:28].CC([O-])(C)C.[Na+].C1C=CC(P(C2C(C3C(P(C4C=CC=CC=4)C4C=CC=CC=4)=CC=C4C=3C=CC=C4)=C3C(C=CC=C3)=CC=2)C2C=CC=CC=2)=CC=1, predict the reaction product. The product is: [CH:1]1[C:10]2[C:5](=[CH:6][CH:7]=[CH:8][CH:9]=2)[CH:4]=[CH:3][C:2]=1[S:11]([CH:14]1[CH2:19][CH2:18][N:17]([C:21]2[CH:26]=[CH:25][CH:24]=[CH:23][C:22]=2[C:27]([F:30])([F:29])[F:28])[CH2:16][CH2:15]1)(=[O:12])=[O:13]. (3) Given the reactants [NH2:1][C:2]1[CH:9]=[C:8]([O:10][CH3:11])[CH:7]=[CH:6][C:3]=1[CH:4]=[O:5].[Br:12]N1C(=O)CCC1=O, predict the reaction product. The product is: [NH2:1][C:2]1[CH:9]=[C:8]([O:10][CH3:11])[C:7]([Br:12])=[CH:6][C:3]=1[CH:4]=[O:5].